Dataset: Reaction yield outcomes from USPTO patents with 853,638 reactions. Task: Predict the reaction yield, written as a fraction of the theoretical maximum amount of product (1.0 means a 100% yield; for example, 0.34 means a 34% yield). (1) The catalyst is C(Cl)(Cl)(Cl)Cl. The reactants are [CH3:1][C:2]1[CH:7]=[C:6]([N:8]2[CH:12]=[CH:11][CH:10]=[N:9]2)[CH:5]=[CH:4][N:3]=1.[Br:13]N1C(=O)CCC1=O.C(OOC(=O)C1C=CC=CC=1)(=O)C1C=CC=CC=1. The yield is 0.450. The product is [Br:13][CH2:1][C:2]1[CH:7]=[C:6]([N:8]2[CH:12]=[CH:11][CH:10]=[N:9]2)[CH:5]=[CH:4][N:3]=1. (2) The reactants are [CH3:1][N:2]([CH3:8])[C@H:3]1[CH2:7][CH2:6][NH:5][CH2:4]1.CS(C)=O.[NH2:13][C:14]1[C:21]([N+:22]([O-:24])=[O:23])=[C:20](F)[C:19]([Br:26])=[C:18]([CH3:27])[C:15]=1[C:16]#[N:17].C(N(CC)CC)C. The catalyst is O. The product is [NH2:13][C:14]1[C:21]([N+:22]([O-:24])=[O:23])=[C:20]([N:5]2[CH2:6][CH2:7][C@H:3]([N:2]([CH3:8])[CH3:1])[CH2:4]2)[C:19]([Br:26])=[C:18]([CH3:27])[C:15]=1[C:16]#[N:17]. The yield is 0.970. (3) The reactants are Br[C:2]1[CH:9]=[N:8][CH:7]=[C:6]([Br:10])[C:3]=1[CH:4]=[O:5].[C:11]1(=[O:24])[C:16]2[CH:17]=[C:18]3[N:23]([C:15]=2[CH2:14][CH2:13][NH:12]1)[CH2:22][CH2:21][CH2:20][CH2:19]3.C(=O)([O-])[O-].[Cs+].[Cs+].CC1(C)C2C(=C(P(C3C=CC=CC=3)C3C=CC=CC=3)C=CC=2)OC2C(P(C3C=CC=CC=3)C3C=CC=CC=3)=CC=CC1=2. The catalyst is C1C=CC(/C=C/C(/C=C/C2C=CC=CC=2)=O)=CC=1.C1C=CC(/C=C/C(/C=C/C2C=CC=CC=2)=O)=CC=1.C1C=CC(/C=C/C(/C=C/C2C=CC=CC=2)=O)=CC=1.[Pd].[Pd].O1CCOCC1. The product is [Br:10][C:6]1[CH:7]=[N:8][CH:9]=[C:2]([N:12]2[CH2:13][CH2:14][C:15]3[N:23]4[C:18]([CH2:19][CH2:20][CH2:21][CH2:22]4)=[CH:17][C:16]=3[C:11]2=[O:24])[C:3]=1[CH:4]=[O:5]. The yield is 0.700.